Dataset: Reaction yield outcomes from USPTO patents with 853,638 reactions. Task: Predict the reaction yield, written as a fraction of the theoretical maximum amount of product (1.0 means a 100% yield; for example, 0.34 means a 34% yield). (1) The reactants are [NH:1]([C:6]([O:8][CH2:9][C:10]1[CH:15]=[CH:14][CH:13]=[CH:12][CH:11]=1)=[O:7])[CH2:2][C:3]([OH:5])=[O:4].C1COCC1.CCN(C(C)C)C(C)C.[B-](F)(F)(F)F.CN(C(O[N:43]1[C:48](=[O:49])[CH2:47][CH2:46][C:44]1=[O:45])=[N+](C)C)C. The catalyst is CCOC(C)=O. The product is [NH:1]([C:6]([O:8][CH2:9][C:10]1[CH:15]=[CH:14][CH:13]=[CH:12][CH:11]=1)=[O:7])[CH2:2][C:3]([O:5][N:43]1[C:48](=[O:49])[CH2:47][CH2:46][C:44]1=[O:45])=[O:4]. The yield is 0.920. (2) The reactants are [Cl:1][C:2]1[CH:26]=[CH:25][C:24]([Cl:27])=[CH:23][C:3]=1[O:4][C:5]1[CH:10]=[CH:9][N:8]=[CH:7][C:6]=1[C:11]([N:13]1[C:22]2[C:17](=[CH:18][CH:19]=[CH:20][CH:21]=2)[NH:16][CH2:15][CH2:14]1)=[O:12].[CH:28]([CH:30]1[CH2:32][CH:31]1[C:33]([O:35][CH2:36][CH3:37])=[O:34])=O.C([Sn](Cl)(Cl)CCCC)CCC.C1([SiH3])C=CC=CC=1. No catalyst specified. The product is [CH2:36]([O:35][C:33]([CH:31]1[CH2:32][CH:30]1[CH2:28][N:16]1[C:17]2[C:22](=[CH:21][CH:20]=[CH:19][CH:18]=2)[N:13]([C:11]([C:6]2[CH:7]=[N:8][CH:9]=[CH:10][C:5]=2[O:4][C:3]2[CH:23]=[C:24]([Cl:27])[CH:25]=[CH:26][C:2]=2[Cl:1])=[O:12])[CH2:14][CH2:15]1)=[O:34])[CH3:37]. The yield is 0.460. (3) The reactants are Br[C:2]1[CH:3]=[C:4]([C:14]([NH:16][CH2:17][C:18]2[C:19](=[O:31])[NH:20][C:21]([CH3:30])=[CH:22][C:23]=2[C:24]2C=CC=[CH:26][CH:25]=2)=[O:15])[C:5]2[CH:6]=[N:7][N:8]([CH:11]([CH3:13])[CH3:12])[C:9]=2[CH:10]=1.[H][H].CN1CCC(=C2C3C(=CC=CC=3)C=CC3C2=CC=CC=3)CC1. The catalyst is [Pd].CCO.C1COCC1. The product is [CH3:12][CH:11]([N:8]1[C:9]2[CH:10]=[CH:2][CH:3]=[C:4]([C:14]([NH:16][CH2:17][C:18]3[C:19](=[O:31])[NH:20][C:21]([CH3:30])=[CH:22][C:23]=3[CH2:24][CH2:25][CH3:26])=[O:15])[C:5]=2[CH:6]=[N:7]1)[CH3:13]. The yield is 0.370. (4) The reactants are C(OC([NH:8][C@@:9]([CH2:27][CH3:28])([CH2:14][CH2:15][CH2:16][CH2:17][B:18]1[O:22]C(C)(C)C(C)(C)[O:19]1)[C:10]([O:12]C)=[O:11])=O)(C)(C)C.[ClH:29]. The catalyst is O. The product is [ClH:29].[NH2:8][C@@:9]([CH2:27][CH3:28])([CH2:14][CH2:15][CH2:16][CH2:17][B:18]([OH:22])[OH:19])[C:10]([OH:12])=[O:11]. The yield is 0.670. (5) The reactants are C[O:2][C:3]([C:5]1[CH:10]=[CH:9][C:8]([C:11]2[CH:16]=[CH:15][C:14]([F:17])=[CH:13][C:12]=2[F:18])=[CH:7][CH:6]=1)=[O:4].[OH-].[Na+].Cl. The catalyst is O1CCOCC1. The product is [F:18][C:12]1[CH:13]=[C:14]([F:17])[CH:15]=[CH:16][C:11]=1[C:8]1[CH:9]=[CH:10][C:5]([C:3]([OH:4])=[O:2])=[CH:6][CH:7]=1. The yield is 0.247. (6) The reactants are C[O:2][C:3]([C:5]1[C:10](=[O:11])[N:9]([CH2:12][C:13]2[CH:18]=[CH:17][CH:16]=[CH:15][CH:14]=2)[C:8]([C@@:19]([N:23]([CH2:33][CH2:34][CH2:35][NH:36][C:37]([O:39][C:40]([CH3:43])([CH3:42])[CH3:41])=[O:38])[C:24]([C:26]2[CH:31]=[CH:30][C:29]([CH3:32])=[CH:28][CH:27]=2)=[O:25])([CH3:22])[CH2:20][CH3:21])=[N:7][C:6]=1[CH3:44])=[O:4].CO.[OH-].[K+]. The catalyst is C1COCC1. The product is [CH2:12]([N:9]1[C:10](=[O:11])[C:5]([C:3]([OH:4])=[O:2])=[C:6]([CH3:44])[N:7]=[C:8]1[C@@:19]([N:23]([CH2:33][CH2:34][CH2:35][NH:36][C:37]([O:39][C:40]([CH3:41])([CH3:43])[CH3:42])=[O:38])[C:24]([C:26]1[CH:31]=[CH:30][C:29]([CH3:32])=[CH:28][CH:27]=1)=[O:25])([CH3:22])[CH2:20][CH3:21])[C:13]1[CH:18]=[CH:17][CH:16]=[CH:15][CH:14]=1. The yield is 1.00. (7) The reactants are [OH:1][C:2]1[CH:3]=[C:4]([CH:10]=[CH:11][C:12]=1[O:13][CH3:14])[CH:5]=[CH:6][C:7]([OH:9])=[O:8].CO. The catalyst is [Pd].O. The product is [OH:1][C:2]1[CH:3]=[C:4]([CH2:5][CH2:6][C:7]([OH:9])=[O:8])[CH:10]=[CH:11][C:12]=1[O:13][CH3:14]. The yield is 0.990. (8) No catalyst specified. The reactants are [O:1]=[C:2]1[S:6][C:5]([C:7]2[CH:16]=[CH:15][C:10]([C:11]([O:13]C)=[O:12])=[CH:9][CH:8]=2)=[C:4]([C:17]2[CH:22]=[CH:21][CH:20]=[CH:19][CH:18]=2)[S:3]1.[OH-].[Na+].C([O-])(O)=O.[Na+].[S:30](=O)(=[O:33])([OH:32])[OH:31]. The product is [O:1]=[C:2]1[S:6][C:5]([C:7]2[CH:8]=[CH:9][C:10]([C:11]([OH:13])=[O:12])=[CH:15][CH:16]=2)=[C:4]([C:17]2[CH:18]=[CH:19][C:20]([S:30]([OH:33])(=[O:32])=[O:31])=[CH:21][CH:22]=2)[S:3]1. The yield is 0.740. (9) The reactants are [CH3:1][C:2]1[CH:16]=[CH:15][C:5]([CH:6](O)[C:7]2[CH:12]=[CH:11][C:10]([CH3:13])=[CH:9][CH:8]=2)=[CH:4][CH:3]=1.S(=O)(=O)(O)O.[CH:22]([OH:24])=[O:23].[OH-].[K+]. The catalyst is O. The product is [CH3:1][C:2]1[CH:16]=[CH:15][C:5]([CH:6]([C:7]2[CH:12]=[CH:11][C:10]([CH3:13])=[CH:9][CH:8]=2)[C:22]([OH:24])=[O:23])=[CH:4][CH:3]=1. The yield is 0.260. (10) The catalyst is C1COCC1.O. The yield is 0.910. The product is [CH3:1][C:2]([S:9]([CH3:12])(=[O:11])=[O:10])([CH3:8])[C:3]([OH:5])=[O:4]. The reactants are [CH3:1][C:2]([S:9]([CH3:12])(=[O:11])=[O:10])([CH3:8])[C:3]([O:5]CC)=[O:4].[Li+].[OH-].